From a dataset of Forward reaction prediction with 1.9M reactions from USPTO patents (1976-2016). Predict the product of the given reaction. (1) Given the reactants [C:1]([C:4]1[C:12]2[C:7](=[CH:8][N:9]=[C:10]([C:13]3[CH:14]=[N:15][CH:16]=[N:17][CH:18]=3)[CH:11]=2)[N:6]([CH2:19][C:20](O)=[O:21])[N:5]=1)(=[O:3])[NH2:2].CN(C(ON1N=NC2C=CC=NC1=2)=[N+](C)C)C.F[P-](F)(F)(F)(F)F.Cl.[Cl:48][C:49]1[CH:54]=[CH:53][CH:52]=[CH:51][C:50]=1[C:55]1[CH:60]=[CH:59][CH:58]=[C:57]([NH:61][C:62]([C@@H:64]2[CH2:68][C@@H:67]([F:69])[CH2:66][NH:65]2)=[O:63])[C:56]=1[F:70].CCN(C(C)C)C(C)C, predict the reaction product. The product is: [Cl:48][C:49]1[CH:54]=[CH:53][CH:52]=[CH:51][C:50]=1[C:55]1[CH:60]=[CH:59][CH:58]=[C:57]([NH:61][C:62]([C@@H:64]2[CH2:68][C@@H:67]([F:69])[CH2:66][N:65]2[C:20](=[O:21])[CH2:19][N:6]2[C:7]3=[CH:8][N:9]=[C:10]([C:13]4[CH:14]=[N:15][CH:16]=[N:17][CH:18]=4)[CH:11]=[C:12]3[C:4]([C:1]([NH2:2])=[O:3])=[N:5]2)=[O:63])[C:56]=1[F:70]. (2) Given the reactants [CH2:1]1[CH:5]([CH2:6][CH2:7][CH2:8][CH2:9][C:10]([OH:12])=[O:11])[S:4][S:3][CH2:2]1.[Zn:13].Cl, predict the reaction product. The product is: [Zn:13].[SH:4][CH:5]([CH2:1][CH2:2][SH:3])[CH2:6][CH2:7][CH2:8][CH2:9][C:10]([OH:12])=[O:11]. (3) The product is: [S:1]1[C:5]2[CH:6]=[C:7]([NH:10][C:11]3[N:16]=[CH:15][C:14]([C:17]4[S:19][CH:31]=[C:29]([C:27]([O:26][CH2:25][CH3:24])=[O:28])[N:18]=4)=[C:13]([NH:20][CH:21]([CH3:23])[CH3:22])[CH:12]=3)[CH:8]=[CH:9][C:4]=2[N:3]=[CH:2]1. Given the reactants [S:1]1[C:5]2[CH:6]=[C:7]([NH:10][C:11]3[N:16]=[CH:15][C:14]([C:17](=[S:19])[NH2:18])=[C:13]([NH:20][CH:21]([CH3:23])[CH3:22])[CH:12]=3)[CH:8]=[CH:9][C:4]=2[N:3]=[CH:2]1.[CH3:24][CH2:25][O:26][C:27]([C:29]([CH2:31]Br)=O)=[O:28], predict the reaction product. (4) Given the reactants B(O)O.C([NH:8][S:9]([C:12]1[CH:17]=[CH:16][CH:15]=[C:14]([CH3:18])[CH:13]=1)(=[O:11])=[O:10])(C)(C)C.Br[C:20]1[N:21]=[C:22]([O:25][CH3:26])[S:23][CH:24]=1, predict the reaction product. The product is: [CH3:26][O:25][C:22]1[SH:23]=[CH:24][CH:20]([C:15]2[CH:16]=[CH:17][C:12]([S:9]([NH2:8])(=[O:10])=[O:11])=[CH:13][C:14]=2[CH3:18])[N:21]=1. (5) Given the reactants C(N(CC)[C:4](=[O:17])[C:5]1[CH:10]=[CH:9][CH:8]=[C:7]([O:11][CH2:12][O:13][CH3:14])[C:6]=1[CH:15]=[O:16])C.[C-]#N.[K+].C1OCCOCCOCCOCCOCCOC1.C[Si]([C:45]#[N:46])(C)C, predict the reaction product. The product is: [CH3:14][O:13][CH2:12][O:11][C:7]1[CH:8]=[CH:9][CH:10]=[C:5]2[C:6]=1[CH:15]([C:45]#[N:46])[O:16][C:4]2=[O:17]. (6) The product is: [CH3:43][C:44]([NH:48][C:4]([CH:6]1[CH2:7][CH2:8][N:9]([CH2:12][C:13]2[CH:18]=[CH:17][CH:16]=[C:15]([NH2:19])[CH:14]=2)[CH2:10][CH2:11]1)=[O:5])([CH3:47])[CH2:45][CH3:46]. Given the reactants C(O[C:4]([CH:6]1[CH2:11][CH2:10][N:9]([CH2:12][C:13]2[CH:18]=[CH:17][CH:16]=[C:15]([NH:19]C(OC(C)(C)C)=O)[CH:14]=2)[CH2:8][CH2:7]1)=[O:5])C.C(OC(=O)NC1C=CC=C(C=O)C=1)(C)(C)C.[CH3:43][C:44]([NH:48]C(C1CCNCC1)=O)([CH3:47])[CH2:45][CH3:46], predict the reaction product. (7) The product is: [CH3:17][C:16]1[CH:15]=[CH:14][C:10]([C:11]([OH:13])=[O:12])=[CH:9][C:8]=1[C:4]1[NH:3][C:2]([CH:1]2[CH2:24][CH2:25][O:26][CH2:27]2)=[N:6][C:5]=1[CH3:7]. Given the reactants [CH3:1][C:2]1[NH:3][C:4]([C:8]2[CH:9]=[C:10]([CH:14]=[CH:15][C:16]=2[CH3:17])[C:11]([OH:13])=[O:12])=[C:5]([CH3:7])[N:6]=1.IC1NC([CH:24]2C[CH2:27][O:26][CH2:25]2)=NC=1C.IC1NC(C)=NC=1C, predict the reaction product.